Task: Predict the product of the given reaction.. Dataset: Forward reaction prediction with 1.9M reactions from USPTO patents (1976-2016) The product is: [Br:20][C:5]1[CH:6]=[C:7]([C:11]#[N:12])[C:8](=[O:10])[NH:9][C:4]=1[CH:1]([CH3:3])[CH3:2]. Given the reactants [CH:1]([C:4]1[NH:9][C:8](=[O:10])[C:7]([C:11]#[N:12])=[CH:6][CH:5]=1)([CH3:3])[CH3:2].C1C(=O)N([Br:20])C(=O)C1.O, predict the reaction product.